The task is: Predict the reactants needed to synthesize the given product.. This data is from Full USPTO retrosynthesis dataset with 1.9M reactions from patents (1976-2016). Given the product [C@@H:1]12[CH2:7][NH:6][C@@H:5]1[CH2:4][N:3]([C:15]([O:17][CH2:18][C:19]1[CH:24]=[CH:23][CH:22]=[CH:21][CH:20]=1)=[O:16])[CH2:2]2, predict the reactants needed to synthesize it. The reactants are: [C@@H:1]12[CH2:7][N:6](C(OC(C)(C)C)=O)[C@@H:5]1[CH2:4][N:3]([C:15]([O:17][CH2:18][C:19]1[CH:24]=[CH:23][CH:22]=[CH:21][CH:20]=1)=[O:16])[CH2:2]2.FC(F)(F)C(O)=O.